From a dataset of Reaction yield outcomes from USPTO patents with 853,638 reactions. Predict the reaction yield, written as a fraction of the theoretical maximum amount of product (1.0 means a 100% yield; for example, 0.34 means a 34% yield). (1) The catalyst is CO. The reactants are [N:1]1[CH:6]=[CH:5][C:4]([C:7]2[CH2:11][O:10][C:9](=[O:12])[C:8]=2[C:13]2[CH:18]=[CH:17][C:16]([O:19][CH2:20][C:21]3[CH:30]=[CH:29][C:28]4[C:23](=[CH:24][CH:25]=[CH:26][CH:27]=4)[N:22]=3)=[CH:15][CH:14]=2)=[CH:3][CH:2]=1.[CH3:31][NH2:32]. The yield is 0.860. The product is [OH:10][CH2:11]/[C:7](/[C:4]1[CH:3]=[CH:2][N:1]=[CH:6][CH:5]=1)=[C:8](/[C:13]1[CH:18]=[CH:17][C:16]([O:19][CH2:20][C:21]2[CH:30]=[CH:29][C:28]3[C:23](=[CH:24][CH:25]=[CH:26][CH:27]=3)[N:22]=2)=[CH:15][CH:14]=1)\[C:9]([NH:32][CH3:31])=[O:12]. (2) The reactants are C([O:3][C:4]([CH:6]1[CH:10]([C:11]2[CH:16]=[CH:15][C:14]([Cl:17])=[C:13]([Cl:18])[CH:12]=2)[CH2:9][N:8]([C:19]([N:21]2[CH2:26][CH2:25][N:24]([S:27]([CH3:30])(=[O:29])=[O:28])[CH2:23][CH2:22]2)=[O:20])[CH2:7]1)=O)C.[Li+].[BH4-]. The catalyst is CO. The product is [Cl:18][C:13]1[CH:12]=[C:11]([CH:10]2[CH:6]([CH2:4][OH:3])[CH2:7][N:8]([C:19]([N:21]3[CH2:22][CH2:23][N:24]([S:27]([CH3:30])(=[O:28])=[O:29])[CH2:25][CH2:26]3)=[O:20])[CH2:9]2)[CH:16]=[CH:15][C:14]=1[Cl:17]. The yield is 0.810. (3) The reactants are [Cl:1][C:2]1[CH:3]=[C:4]([CH:7]=[C:8]([OH:11])[C:9]=1[OH:10])[CH:5]=[O:6].[C:12]([O-])([O-])=O.[Cs+].[Cs+].O. The catalyst is CN(C=O)C. The product is [Cl:1][C:2]1[C:9]2[O:10][CH2:12][O:11][C:8]=2[CH:7]=[C:4]([CH:5]=[O:6])[CH:3]=1. The yield is 0.700. (4) The reactants are [H-].[Na+].[Br:3][C:4]1[CH:5]=[C:6]2[NH:12][CH:11]=[CH:10][C:7]2=[N:8][CH:9]=1.I[CH3:14]. The catalyst is CN(C=O)C.CCOC(C)=O. The product is [Br:3][C:4]1[CH:5]=[C:6]2[N:12]([CH3:14])[CH:11]=[CH:10][C:7]2=[N:8][CH:9]=1. The yield is 0.930. (5) The reactants are [CH2:1]([N:8]([CH2:19][C:20]1[CH:25]=[CH:24][CH:23]=[CH:22][CH:21]=1)[C@@H:9]([C:15](=[O:18])[CH2:16][CH3:17])[C:10]([O:12][CH2:13][CH3:14])=[O:11])[C:2]1[CH:7]=[CH:6][CH:5]=[CH:4][CH:3]=1.[NH4+].[Cl-].[BH4-].[Na+].[CH3:30]CO. The catalyst is O. The product is [CH2:19]([N:8]([CH2:1][C:2]1[CH:3]=[CH:4][CH:5]=[CH:6][CH:7]=1)[C@@H:9]([C@H:15]([OH:18])[CH:16]([CH3:30])[CH3:17])[C:10]([O:12][CH2:13][CH3:14])=[O:11])[C:20]1[CH:21]=[CH:22][CH:23]=[CH:24][CH:25]=1. The yield is 0.480. (6) The reactants are [Cl:1][C:2]1[CH:3]=[C:4]2[C:9](=[CH:10][C:11]=1[Cl:12])[CH:8]=[N:7][C:6]([NH2:13])=[CH:5]2.[Cl:14][C:15]1[C:24]([Cl:25])=[CH:23][CH:22]=[C:21]2[C:16]=1[CH:17]=[C:18]([NH2:26])[N:19]=[CH:20]2.[C:27](N1C=CC=CC1=O)(N1C=CC=CC1=O)=[S:28]. The catalyst is ClCCl. The product is [Cl:1][C:2]1[CH:3]=[C:4]2[C:9](=[CH:10][C:11]=1[Cl:12])[CH:8]=[N:7][C:6]([N:13]=[C:27]=[S:28])=[CH:5]2.[Cl:14][C:15]1[C:24]([Cl:25])=[CH:23][CH:22]=[C:21]2[C:16]=1[CH:17]=[C:18]([N:26]=[C:27]=[S:28])[N:19]=[CH:20]2. The yield is 0.407.